This data is from Forward reaction prediction with 1.9M reactions from USPTO patents (1976-2016). The task is: Predict the product of the given reaction. (1) Given the reactants [F:1][C:2]([F:19])([F:18])[C:3]1[CH:8]=[CH:7][C:6]([C:9]2[C:10]([C:15]([OH:17])=O)=[CH:11][CH:12]=[CH:13][CH:14]=2)=[CH:5][CH:4]=1.[NH2:20][C:21]1[CH:26]=[CH:25][C:24]([N:27]([CH2:30][CH2:31][C:32]2[CH:37]=[CH:36][CH:35]=[CH:34][N:33]=2)[CH:28]=[O:29])=[C:23]([CH3:38])[CH:22]=1.C1C=CC2N(O)N=NC=2C=1.CCN=C=NCCCN(C)C.Cl, predict the reaction product. The product is: [CH:28]([N:27]([CH2:30][CH2:31][C:32]1[CH:37]=[CH:36][CH:35]=[CH:34][N:33]=1)[C:24]1[CH:25]=[CH:26][C:21]([NH:20][C:15]([C:10]2[C:9]([C:6]3[CH:5]=[CH:4][C:3]([C:2]([F:1])([F:19])[F:18])=[CH:8][CH:7]=3)=[CH:14][CH:13]=[CH:12][CH:11]=2)=[O:17])=[CH:22][C:23]=1[CH3:38])=[O:29]. (2) Given the reactants C(OC([N:6]1[CH2:23][CH2:22][C:10]2[C:11]3[CH:12]([CH2:20][CH3:21])[C:13]([F:19])([F:18])[CH2:14][C:15]=3[CH:16]=[CH:17][C:9]=2[CH2:8][CH2:7]1)=O)C.[Si](I)(C)(C)C, predict the reaction product. The product is: [CH2:20]([CH:12]1[C:11]2[C:10]3[CH2:22][CH2:23][NH:6][CH2:7][CH2:8][C:9]=3[CH:17]=[CH:16][C:15]=2[CH2:14][C:13]1([F:19])[F:18])[CH3:21]. (3) Given the reactants [C:1]1([C:7]2[CH:8]=[C:9]([C:13]3[CH:18]=[CH:17][C:16]([C:19]4(O)[C:32]5[CH:31]=[CH:30][CH:29]=[CH:28][C:27]=5[C:26]([C:34]5[CH:39]=[CH:38][C:37]([C:40]6[CH:45]=[CH:44][CH:43]=[C:42]([C:46]7[CH:51]=[CH:50][CH:49]=[CH:48][CH:47]=7)[CH:41]=6)=[CH:36][CH:35]=5)(O)[C:25]5[C:20]4=[CH:21][CH:22]=[CH:23][CH:24]=5)=[CH:15][CH:14]=3)[CH:10]=[CH:11][CH:12]=2)[CH:6]=[CH:5][CH:4]=[CH:3][CH:2]=1.I.[PH2](O)=O, predict the reaction product. The product is: [C:1]1([C:7]2[CH:8]=[C:9]([C:13]3[CH:14]=[CH:15][C:16]([C:19]4[C:32]5[C:27]([C:26]([C:34]6[CH:39]=[CH:38][C:37]([C:40]7[CH:45]=[CH:44][CH:43]=[C:42]([C:46]8[CH:51]=[CH:50][CH:49]=[CH:48][CH:47]=8)[CH:41]=7)=[CH:36][CH:35]=6)=[C:25]6[C:20]=4[CH:21]=[CH:22][CH:23]=[CH:24]6)=[CH:28][CH:29]=[CH:30][CH:31]=5)=[CH:17][CH:18]=3)[CH:10]=[CH:11][CH:12]=2)[CH:2]=[CH:3][CH:4]=[CH:5][CH:6]=1.